This data is from Reaction yield outcomes from USPTO patents with 853,638 reactions. The task is: Predict the reaction yield, written as a fraction of the theoretical maximum amount of product (1.0 means a 100% yield; for example, 0.34 means a 34% yield). (1) The reactants are [Cl:1][C:2]1[CH:3]=[C:4]([C:8]([C:10]2[CH:15]=[CH:14][C:13]([CH3:16])=[CH:12][CH:11]=2)=[O:9])[CH:5]=[CH:6][CH:7]=1.C1C(=O)N([Br:24])C(=O)C1.CC(N=NC(C#N)(C)C)(C#N)C. The catalyst is C(Cl)(Cl)(Cl)Cl. The product is [Br:24][CH2:16][C:13]1[CH:14]=[CH:15][C:10]([C:8]([C:4]2[CH:5]=[CH:6][CH:7]=[C:2]([Cl:1])[CH:3]=2)=[O:9])=[CH:11][CH:12]=1. The yield is 0.810. (2) The reactants are Br[CH2:2][CH2:3][CH2:4][O:5][C:6]1[CH:7]=[C:8]2[C:13](=[CH:14][C:15]=1[O:16][CH3:17])[N:12]=[CH:11][N:10]=[C:9]2[O:18][C:19]1[CH:24]=[CH:23][C:22]([NH:25][C:26]([NH:28][CH2:29][CH2:30][CH3:31])=[O:27])=[C:21]([Cl:32])[CH:20]=1.C(=O)([O-])[O-].[K+].[K+].[CH3:39][N:40]1[CH2:45][CH2:44][NH:43][CH2:42][CH2:41]1. The catalyst is CN(C)C=O. The product is [Cl:32][C:21]1[CH:20]=[C:19]([O:18][C:9]2[C:8]3[C:13](=[CH:14][C:15]([O:16][CH3:17])=[C:6]([O:5][CH2:4][CH2:3][CH2:2][N:43]4[CH2:44][CH2:45][N:40]([CH3:39])[CH2:41][CH2:42]4)[CH:7]=3)[N:12]=[CH:11][N:10]=2)[CH:24]=[CH:23][C:22]=1[NH:25][C:26]([NH:28][CH2:29][CH2:30][CH3:31])=[O:27]. The yield is 0.440. (3) The reactants are [C:9](O)(=O)[CH2:10][CH2:11][CH2:12][CH2:13][CH2:14]CC[CH2:9][CH2:10][CH2:11][CH2:12][CH2:13][CH3:14].[C:17]([N:20]1[C:29]2[C:24](=[CH:25][C:26]([Br:30])=[CH:27][CH:28]=2)[C@H:23]([NH2:31])[CH2:22][C@@H:21]1[CH2:32][CH3:33])(=[O:19])[CH3:18].C1(B(O)O)C=CC=CC=1.N1C(C)=CC=CC=1C. The catalyst is C1(C)C=CC=CC=1.C([O-])(=O)C.[Cu+2].C([O-])(=O)C. The product is [C:17]([N:20]1[C:29]2[C:24](=[CH:25][C:26]([Br:30])=[CH:27][CH:28]=2)[C@H:23]([NH:31][C:9]2[CH:10]=[CH:11][CH:12]=[CH:13][CH:14]=2)[CH2:22][C@@H:21]1[CH2:32][CH3:33])(=[O:19])[CH3:18]. The yield is 0.290. (4) The reactants are [F:1][C:2]1[CH:7]=[CH:6][C:5]([F:8])=[CH:4][C:3]=1[C@H:9]1[CH2:13][CH2:12][CH2:11][N:10]1[C:14]1[CH:19]=[CH:18][N:17]2[N:20]=[CH:21][C:22]([NH2:23])=[C:16]2[N:15]=1.[N:24]1[CH:29]=[CH:28][CH:27]=[N:26][C:25]=1[C:30](O)=[O:31].CN(C(ON1N=NC2C=CC=NC1=2)=[N+](C)C)C.F[P-](F)(F)(F)(F)F.CCN(C(C)C)C(C)C. The catalyst is CS(C)=O.CCOC(C)=O.CN(C=O)C. The product is [F:1][C:2]1[CH:7]=[CH:6][C:5]([F:8])=[CH:4][C:3]=1[C@H:9]1[CH2:13][CH2:12][CH2:11][N:10]1[C:14]1[CH:19]=[CH:18][N:17]2[N:20]=[CH:21][C:22]([NH:23][C:30]([C:25]3[N:26]=[CH:27][CH:28]=[CH:29][N:24]=3)=[O:31])=[C:16]2[N:15]=1. The yield is 0.0900. (5) The reactants are Br[C:2]1[C:3]2[C:7]([CH:8]=[CH:9][CH:10]=1)=[N:6][N:5]1[C:11]([CH:16]3[CH2:21][CH2:20][N:19]([C:22]([O:24][C:25]([CH3:28])([CH3:27])[CH3:26])=[O:23])[CH2:18][CH2:17]3)=[CH:12][C:13](=[O:15])[NH:14][C:4]=21.[S:29]1[CH:33]=[CH:32][CH:31]=[C:30]1B(O)O.P([O-])([O-])([O-])=O.[K+].[K+].[K+]. The catalyst is O1CCCC1. The product is [O:15]=[C:13]1[CH:12]=[C:11]([CH:16]2[CH2:17][CH2:18][N:19]([C:22]([O:24][C:25]([CH3:28])([CH3:27])[CH3:26])=[O:23])[CH2:20][CH2:21]2)[N:5]2[N:6]=[C:7]3[C:3]([C:2]([C:30]4[S:29][CH:33]=[CH:32][CH:31]=4)=[CH:10][CH:9]=[CH:8]3)=[C:4]2[NH:14]1. The yield is 0.600. (6) The reactants are [OH:1][CH2:2][C@@H:3]1[CH2:5][C@@:4]1([CH2:12][N:13]([CH3:23])[S:14]([C:17]1[CH:22]=[CH:21][CH:20]=[CH:19][CH:18]=1)(=[O:16])=[O:15])[C:6]1[CH:11]=[CH:10][CH:9]=[CH:8][CH:7]=1.CC(OI1(OC(C)=O)(OC(C)=O)OC(=O)C2C=CC=CC1=2)=O.[OH-].[Na+]. The catalyst is C(Cl)Cl.CC(O)(C)C.C(OCC)C. The product is [CH:2]([C@@H:3]1[CH2:5][C@@:4]1([CH2:12][N:13]([CH3:23])[S:14]([C:17]1[CH:22]=[CH:21][CH:20]=[CH:19][CH:18]=1)(=[O:15])=[O:16])[C:6]1[CH:11]=[CH:10][CH:9]=[CH:8][CH:7]=1)=[O:1]. The yield is 0.450.